From a dataset of Full USPTO retrosynthesis dataset with 1.9M reactions from patents (1976-2016). Predict the reactants needed to synthesize the given product. Given the product [C:7]([O:9][CH2:8][CH2:7][C:1]1[CH:6]=[CH:5][CH:4]=[CH:3][CH:2]=1)(=[O:13])[C:1]1[CH:6]=[CH:5][CH:4]=[CH:3][CH:2]=1, predict the reactants needed to synthesize it. The reactants are: [C:1]1([CH2:7][CH2:8][OH:9])[CH:6]=[CH:5][CH:4]=[CH:3][CH:2]=1.[PH2](O)=O.[OH2:13].